This data is from Cav3 T-type calcium channel HTS with 100,875 compounds. The task is: Binary Classification. Given a drug SMILES string, predict its activity (active/inactive) in a high-throughput screening assay against a specified biological target. (1) The molecule is S(c1c(cc([N+]([O-])=O)cc1)C(OCC(=O)NC(=O)NCCOC)=O)c1scc(n1)C. The result is 0 (inactive). (2) The drug is s1c(nnc1NC(=O)c1ccc(N2C(=O)CCC2=O)cc1)c1cc(ccc1)C. The result is 0 (inactive). (3) The drug is s\1c=2n(CCCN2)c(=O)c1=C\c1cc2OCOc2cc1. The result is 0 (inactive). (4) The drug is S(=O)(=O)(Cc1oc(C(=O)NCCN2C(CCCC2)C)cc1)c1c(cccc1)C. The result is 0 (inactive).